From a dataset of Full USPTO retrosynthesis dataset with 1.9M reactions from patents (1976-2016). Predict the reactants needed to synthesize the given product. (1) Given the product [F:1][C:2]1[CH:3]=[CH:4][C:5]([C:8]2[N:9]=[C:10]([S:13][CH2:14][C:15]([N:21]([CH:22]([CH3:24])[CH3:23])[CH:18]([CH3:20])[CH3:19])=[O:17])[S:11][CH:12]=2)=[CH:6][CH:7]=1, predict the reactants needed to synthesize it. The reactants are: [F:1][C:2]1[CH:7]=[CH:6][C:5]([C:8]2[N:9]=[C:10]([S:13][CH2:14][C:15]([OH:17])=O)[S:11][CH:12]=2)=[CH:4][CH:3]=1.[CH:18]([NH:21][CH:22]([CH3:24])[CH3:23])([CH3:20])[CH3:19]. (2) Given the product [F:16][C:14]1([F:17])[CH2:15][N:12]([CH:10]2[CH2:11][NH:8][CH2:9]2)[CH2:13]1, predict the reactants needed to synthesize it. The reactants are: C(OC([N:8]1[CH2:11][CH:10]([N:12]2[CH2:15][C:14]([F:17])([F:16])[CH2:13]2)[CH2:9]1)=O)(C)(C)C. (3) Given the product [F:1][C:2]1[CH:7]=[CH:6][CH:5]=[C:4]([F:8])[C:3]=1[C:9]1[N:14]=[C:13]([C:15]([NH:17][C:18]2[CH:19]=[N:20][CH:21]=[CH:22][C:23]=2[C@H:24]2[CH2:29][C@@H:28]([NH:30][C:31](=[O:37])[O:32][C:33]([CH3:35])([CH3:36])[CH3:34])[C@@H:27]([S@@:38]([CH3:39])=[O:50])[C@@H:26]([CH3:40])[CH2:25]2)=[O:16])[CH:12]=[CH:11][C:10]=1[F:41], predict the reactants needed to synthesize it. The reactants are: [F:1][C:2]1[CH:7]=[CH:6][CH:5]=[C:4]([F:8])[C:3]=1[C:9]1[N:14]=[C:13]([C:15]([NH:17][C:18]2[CH:19]=[N:20][CH:21]=[CH:22][C:23]=2[C@H:24]2[CH2:29][C@@H:28]([NH:30][C:31](=[O:37])[O:32][C:33]([CH3:36])([CH3:35])[CH3:34])[C@@H:27]([S:38][CH3:39])[C@@H:26]([CH3:40])[CH2:25]2)=[O:16])[CH:12]=[CH:11][C:10]=1[F:41].C1C=C(Cl)C=C(C(OO)=[O:50])C=1.C1CCCCC=1.